From a dataset of TCR-epitope binding with 47,182 pairs between 192 epitopes and 23,139 TCRs. Binary Classification. Given a T-cell receptor sequence (or CDR3 region) and an epitope sequence, predict whether binding occurs between them. (1) The epitope is GILGFVFTL. The TCR CDR3 sequence is CASSQDRTGGGYEQYF. Result: 1 (the TCR binds to the epitope). (2) The epitope is RLRAEAQVK. The TCR CDR3 sequence is CASSEPQTSNEQYF. Result: 1 (the TCR binds to the epitope). (3) The epitope is EIYKRWII. The TCR CDR3 sequence is CASSYLWGQYEQYF. Result: 1 (the TCR binds to the epitope). (4) The epitope is LEPLVDLPI. The TCR CDR3 sequence is CASSPVTGFIGYEQYF. Result: 1 (the TCR binds to the epitope).